From a dataset of Acute oral toxicity (LD50) regression data from Zhu et al.. Regression/Classification. Given a drug SMILES string, predict its toxicity properties. Task type varies by dataset: regression for continuous values (e.g., LD50, hERG inhibition percentage) or binary classification for toxic/non-toxic outcomes (e.g., AMES mutagenicity, cardiotoxicity, hepatotoxicity). Dataset: ld50_zhu. (1) The molecule is COP(=O)(OC)C(O)C(Cl)(Cl)Cl. The rat oral LD50 is 3.01, given as -log10 of the dose in mol/kg body weight (higher means more acutely toxic). (2) The rat oral LD50 is 2.10, given as -log10 of the dose in mol/kg body weight (higher means more acutely toxic). The compound is CC(C)COC(=O)c1ccccc1O. (3) The molecule is CCOP(=O)(OCC)SCCS(=O)CC. The rat oral LD50 is 5.14, given as -log10 of the dose in mol/kg body weight (higher means more acutely toxic). (4) The compound is N#Cc1nn(-c2c(Cl)cc(C(F)(F)F)cc2Cl)c(N)c1S(=O)(=O)C(F)(F)F. The rat oral LD50 is 3.39, given as -log10 of the dose in mol/kg body weight (higher means more acutely toxic). (5) The molecule is CCCCCC(=O)NP(=O)(OC)SC. The rat oral LD50 is 3.98, given as -log10 of the dose in mol/kg body weight (higher means more acutely toxic).